This data is from Catalyst prediction with 721,799 reactions and 888 catalyst types from USPTO. The task is: Predict which catalyst facilitates the given reaction. Reactant: [CH3:1][O:2][C:3](=[O:14])[C:4]1[CH:9]=[C:8]([Cl:10])[C:7]([O:11][CH3:12])=[CH:6][C:5]=1[OH:13].C([O-])([O-])=O.[K+].[K+].BrC[C:23]1[CH:28]=[CH:27][CH:26]=[CH:25][CH:24]=1. Product: [CH3:1][O:2][C:3](=[O:14])[C:4]1[CH:9]=[C:8]([Cl:10])[C:7]([O:11][CH2:12][C:23]2[CH:28]=[CH:27][CH:26]=[CH:25][CH:24]=2)=[CH:6][C:5]=1[OH:13]. The catalyst class is: 18.